Dataset: Reaction yield outcomes from USPTO patents with 853,638 reactions. Task: Predict the reaction yield, written as a fraction of the theoretical maximum amount of product (1.0 means a 100% yield; for example, 0.34 means a 34% yield). (1) The reactants are C([N:8]1[CH2:13][CH2:12][NH:11][C@H:10]([CH2:14][CH2:15][OH:16])[CH2:9]1)C1C=CC=CC=1. The catalyst is CO.[OH-].[OH-].[Pd+2]. The product is [NH:11]1[CH2:12][CH2:13][NH:8][CH2:9][C@H:10]1[CH2:14][CH2:15][OH:16]. The yield is 1.00. (2) The reactants are [Br:1][C:2]1[CH:3]=[N:4][C:5]2[CH:6]=[CH:7][CH:8]=[N+:9]([O-])[C:10]=2[CH:11]=1.[Cl-].C(=O)([O-])[O-:15].[K+].[K+]. The catalyst is C(Cl)(Cl)Cl.O. The product is [Br:1][C:2]1[CH:11]=[C:10]2[C:5]([CH:6]=[CH:7][C:8](=[O:15])[NH:9]2)=[N:4][CH:3]=1. The yield is 0.412.